Task: Predict the reaction yield, written as a fraction of the theoretical maximum amount of product (1.0 means a 100% yield; for example, 0.34 means a 34% yield).. Dataset: Reaction yield outcomes from USPTO patents with 853,638 reactions (1) The reactants are C[O:2][C:3]1[CH:8]=[CH:7][C:6]([C:9]2[S:10][CH:11]=[CH:12][N:13]=2)=[CH:5][CH:4]=1.B(Br)(Br)Br. The catalyst is C(Cl)Cl. The product is [S:10]1[CH:11]=[CH:12][N:13]=[C:9]1[C:6]1[CH:7]=[CH:8][C:3]([OH:2])=[CH:4][CH:5]=1. The yield is 0.840. (2) The reactants are [CH3:1][CH:2]([CH3:16])[CH2:3][CH2:4][N:5]1[CH:9]=[C:8]([N+:10]([O-:12])=[O:11])[CH:7]=[C:6]1[C:13](Cl)=[O:14].Cl.[NH2:18][CH2:19][CH2:20][CH2:21][C:22]#[N:23].N1C=CC=CC=1. The catalyst is C1(C)C=CC=CC=1. The product is [C:19]([CH2:20][CH2:21][CH2:22][NH:23][C:13]([C:6]1[N:5]([CH2:4][CH2:3][CH:2]([CH3:16])[CH3:1])[CH:9]=[C:8]([N+:10]([O-:12])=[O:11])[CH:7]=1)=[O:14])#[N:18]. The yield is 0.870. (3) The reactants are [C:1]([O:5][C:6]([N:8]1[CH2:12][CH2:11][CH2:10][CH:9]1[CH:13]=[O:14])=[O:7])([CH3:4])([CH3:3])[CH3:2].[C:15]1([CH:21]([Mg]Br)[CH2:22][CH2:23][CH2:24][CH2:25][C:26]2[CH:31]=[CH:30][CH:29]=[CH:28][CH:27]=2)[CH:20]=[CH:19][CH:18]=[CH:17][CH:16]=1.Cl. The catalyst is C1COCC1. The product is [C:1]([O:5][C:6]([N:8]1[CH2:12][CH2:11][CH2:10][CH:9]1[CH:13]([OH:14])[CH:23]([CH2:22][CH2:21][C:15]1[CH:16]=[CH:17][CH:18]=[CH:19][CH:20]=1)[CH2:24][CH2:25][C:26]1[CH:31]=[CH:30][CH:29]=[CH:28][CH:27]=1)=[O:7])([CH3:4])([CH3:3])[CH3:2]. The yield is 0.167.